This data is from Catalyst prediction with 721,799 reactions and 888 catalyst types from USPTO. The task is: Predict which catalyst facilitates the given reaction. (1) Reactant: [I:1][C:2]1[N:7]2[N:8]=[C:9]([S:11][CH3:12])[CH:10]=[C:6]2[C:5]([CH2:13][O:14]C2CCCCO2)=[CH:4][CH:3]=1.C1(C)C=CC(S(O)(=O)=O)=CC=1.C(=O)(O)[O-].[Na+]. Product: [CH:13]([C:5]1[C:6]2[N:7]([N:8]=[C:9]([S:11][CH3:12])[CH:10]=2)[C:2]([I:1])=[CH:3][CH:4]=1)=[O:14]. The catalyst class is: 5. (2) Reactant: COC1C=CC(C[N:8]2[CH:17]=[CH:16][C:15]3[C:10](=[CH:11][CH:12]=[C:13]([O:18][C@H:19]4[CH2:23][CH2:22][C@H:21]([NH2:24])[CH2:20]4)[CH:14]=3)[C:9]2=[O:25])=CC=1.CO. Product: [NH2:24][C@H:21]1[CH2:22][CH2:23][C@H:19]([O:18][C:13]2[CH:14]=[C:15]3[C:10](=[CH:11][CH:12]=2)[C:9](=[O:25])[NH:8][CH:17]=[CH:16]3)[CH2:20]1. The catalyst class is: 67. (3) Reactant: [Cl:1][C:2]1[CH:7]=[CH:6][C:5]([C:8]2[N:12]([CH2:13][C:14]3[CH:15]=[C:16]([C:20]([O:22]C)=[O:21])[CH:17]=[CH:18][CH:19]=3)[C:11](=[O:24])[N:10]([CH2:25][C:26]3[NH:30][C:29]([CH2:31][C:32]4[CH:37]=[CH:36][CH:35]=[CH:34][C:33]=4[C:38]([F:41])([F:40])[F:39])=[N:28][N:27]=3)[N:9]=2)=[CH:4][CH:3]=1.[OH-].[Na+].Cl. Product: [Cl:1][C:2]1[CH:3]=[CH:4][C:5]([C:8]2[N:12]([CH2:13][C:14]3[CH:15]=[C:16]([C:20]([OH:22])=[O:21])[CH:17]=[CH:18][CH:19]=3)[C:11](=[O:24])[N:10]([CH2:25][C:26]3[NH:30][C:29]([CH2:31][C:32]4[CH:37]=[CH:36][CH:35]=[CH:34][C:33]=4[C:38]([F:39])([F:40])[F:41])=[N:28][N:27]=3)[N:9]=2)=[CH:6][CH:7]=1. The catalyst class is: 8. (4) Reactant: [Cl:1][C:2]1[CH:27]=[CH:26][CH:25]=[C:24]([Cl:28])[C:3]=1[CH2:4][C:5]1[N:9]([CH2:10][C:11]2[CH:19]=[CH:18][C:14]([C:15]([OH:17])=O)=[CH:13][CH:12]=2)[C:8]2[CH:20]=[CH:21][CH:22]=[CH:23][C:7]=2[N:6]=1.C(Cl)(=O)C(Cl)=O.[CH2:35]([N:37]1[CH2:41][CH2:40][CH2:39][CH:38]1[CH2:42][NH2:43])[CH3:36].C(N(C(C)C)CC)(C)C. Product: [Cl:28][C:24]1[CH:25]=[CH:26][CH:27]=[C:2]([Cl:1])[C:3]=1[CH2:4][C:5]1[N:9]([CH2:10][C:11]2[CH:12]=[CH:13][C:14]([C:15]([NH:43][CH2:42][CH:38]3[CH2:39][CH2:40][CH2:41][N:37]3[CH2:35][CH3:36])=[O:17])=[CH:18][CH:19]=2)[C:8]2[CH:20]=[CH:21][CH:22]=[CH:23][C:7]=2[N:6]=1. The catalyst class is: 454. (5) The catalyst class is: 14. Product: [CH3:8][C:5]1[CH:6]=[CH:7][C:2]2[N:3]([CH:10]=[C:11]([C:13]3[CH:14]=[CH:15][C:16]([N+:19]([O-:21])=[O:20])=[CH:17][CH:18]=3)[N:1]=2)[CH:4]=1. Reactant: [NH2:1][C:2]1[CH:7]=[CH:6][C:5]([CH3:8])=[CH:4][N:3]=1.Br[CH2:10][C:11]([C:13]1[CH:18]=[CH:17][C:16]([N+:19]([O-:21])=[O:20])=[CH:15][CH:14]=1)=O.C(=O)(O)[O-].[Na+]. (6) Reactant: [N:1]([CH2:4][C:5]1[CH:10]=[C:9]([F:11])[C:8]([Br:12])=[CH:7][C:6]=1[F:13])=[N+]=[N-].C1C=CC(P(C2C=CC=CC=2)C2C=CC=CC=2)=CC=1.O. Product: [Br:12][C:8]1[C:9]([F:11])=[CH:10][C:5]([CH2:4][NH2:1])=[C:6]([F:13])[CH:7]=1. The catalyst class is: 1. (7) Reactant: [N+:1]([C:4]1[CH:5]=[C:6]([C:13](O)=[O:14])[C:7](=[CH:11][CH:12]=1)[C:8](O)=[O:9])([O-:3])=[O:2].CO. Product: [N+:1]([C:4]1[CH:12]=[CH:11][C:7]([CH2:8][OH:9])=[C:6]([CH2:13][OH:14])[CH:5]=1)([O-:3])=[O:2]. The catalyst class is: 1. (8) The catalyst class is: 134. Reactant: C(NC(C)C)(C)C.C([Li])CCC.[CH3:13][O:14][C:15](=[O:35])[N:16]([C:24]1[CH:29]=[CH:28][CH:27]=[CH:26][C:25]=1[C:30](=[O:34])N(C)C)[C:17]1[CH:22]=[CH:21][CH:20]=[CH:19][C:18]=1[CH3:23]. Product: [CH3:13][O:14][C:15]([N:16]1[C:24]2[CH:29]=[CH:28][CH:27]=[CH:26][C:25]=2[C:30](=[O:34])[CH2:23][C:18]2[CH:19]=[CH:20][CH:21]=[CH:22][C:17]1=2)=[O:35]. (9) Reactant: Cl[S:2]([OH:5])(=[O:4])=[O:3].[CH:6]([N:9]1[C:13]([C:14]2[N:23]=[C:22]3[N:16]([CH2:17][CH2:18][O:19][C:20]4[CH:27]=[CH:26][CH:25]=[CH:24][C:21]=43)[CH:15]=2)=[N:12][CH:11]=[N:10]1)([CH3:8])[CH3:7].[OH-].[Na+:29]. Product: [CH:6]([N:9]1[C:13]([C:14]2[N:23]=[C:22]3[N:16]([CH2:17][CH2:18][O:19][C:20]4[CH:27]=[CH:26][C:25]([S:2]([O-:5])(=[O:4])=[O:3])=[CH:24][C:21]=43)[CH:15]=2)=[N:12][CH:11]=[N:10]1)([CH3:8])[CH3:7].[Na+:29]. The catalyst class is: 6. (10) Reactant: [OH:1][C:2]1[C:11]2[C:6](=[CH:7][CH:8]=[CH:9][CH:10]=2)[C:5]([NH:12][S:13]([C:16]2[S:17][CH:18]=[CH:19][CH:20]=2)(=[O:15])=[O:14])=[CH:4][CH:3]=1.Br[CH2:22][C:23]([O:25][C:26]([CH3:29])([CH3:28])[CH3:27])=[O:24].C1CCN2C(=NCCC2)CC1. Product: [S:17]1[CH:18]=[CH:19][CH:20]=[C:16]1[S:13]([NH:12][C:5]1[C:6]2[C:11](=[CH:10][CH:9]=[CH:8][CH:7]=2)[C:2]([O:1][CH2:22][C:23]([O:25][C:26]([CH3:29])([CH3:28])[CH3:27])=[O:24])=[CH:3][CH:4]=1)(=[O:15])=[O:14]. The catalyst class is: 39.